This data is from Experimentally validated miRNA-target interactions with 360,000+ pairs, plus equal number of negative samples. The task is: Binary Classification. Given a miRNA mature sequence and a target amino acid sequence, predict their likelihood of interaction. (1) The miRNA is mmu-miR-935 with sequence CCCAGUUACCGCUUCCGCUACCGC. The protein sequence of the target gene is MCKGLAALPHSCLERAKEIKIKLGILLQKPDSAVDLVIPYNEKPEKPAKAHKPSLEEVLQWRQSLDKLLQNSYGFASFKSFLKSEFSEENLEFWVACENYKKIKSPIKMAEKAKQIYEEFIQTEAPKEVNIDHFTKDITMKNLVEPSPRSFDLAQKRIYALMEKDSLPRFVRSEFYKELIK. Result: 0 (no interaction). (2) The miRNA is hsa-miR-4661-3p with sequence CAGGAUCCACAGAGCUAGUCCA. The protein sequence of the target gene is MTAPWRRLRSLVWEYWAGFLVCAFWIPDSRGMPHVIRIGGIFEYADGPNAQVMNAEEHAFRFSANIINRNRTLLPNTTLTYDIQRIHFHDSFEATKKACDQLALGVVAIFGPSQGSCTNAVQSICNALEVPHIQLRWKHHPLDNKDTFYVNLYPDYASLSHAILDLVQSLKWRSATVVYDDSTGLIRLQELIMAPSRYNIRLKIRQLPIDSDDSRPLLKEMKRGREFRIIFDCSHTMAAQILKQAMAMGMMTEYYHFIFTTLDLYALDLEPYRYSGVNLTGFRILNVDNPHVSAIVEKWA.... Result: 0 (no interaction). (3) The miRNA is hsa-miR-6800-5p with sequence GUAGGUGACAGUCAGGGGCGG. The protein sequence of the target gene is MLPWRRNKFVLVEDEAKCKAKSLSPGLAYTSLLSSFLRSCPDLLPDWPLERLGRVFRSRRQKVELNKEDPTYTVWYLGNAVTLHAKGDGCTDDAVGKIWARCGPGGGTKMKLTLGPHGIRMQPCERSAAGGSGGRRPAHAYLLPRITYCTADGRHPRVFAWVYRHQARHKAVVLRCHAVLLARAHKARALARLLRQTALAAFSDFKRLQRQSDARHVRQQHLRAGGAAASVPRAPLRRLLNAKCAYRPPPSERSRGAPRLSSIQEEDEEEEEDDAEEQEGGVPQRERPEVLSLARELRTC.... Result: 0 (no interaction). (4) The miRNA is hsa-miR-335-5p with sequence UCAAGAGCAAUAACGAAAAAUGU. The protein sequence of the target gene is MMEKNTSEGPACSPEETASESAKVPTAEPPGEVAVSESTREEQVPKPQAPAPQAPTASTATKPAPPSEDVPSAPLLLTLDDVSSSSVTVSWEPPERLGRLGLQGYVLELCREGASEWVPVSARPMMVTQQTVRNLALGDKFLLRVSAVSSAGAGPPAMLDQPIHIRENIEAPKIRVPRHLRQTYIRQVGETVNLQIPFQGKPKPQATWTHNGHALDSQRVSMRTGDQDSILFIRSAQRSDSGRYELTVRVEDLEAKAVIDILVIEKPGPPSSIRLLDVWGCNAALQWTPPQDTGNTELLG.... Result: 1 (interaction). (5) The miRNA is hsa-miR-8066 with sequence CAAUGUGAUCUUUUGGAUGUA. The protein sequence of the target gene is MDSPCQPQALNQALPQLPGSVSESLESSRARMGVESYLPCPLLPAYHRPGASGEASAGNGTPRTTATATTTTASPLREGFGGQDGGELWPLQSEGAAALVTKECQRLAAQGARPEAPKRKWAKDGGDAPSPSKRPWARQENQEAKGESGMGCDSGASNSSSSSSNTTSSSGEASARLREEVQPSAPERLALDYIVPCMRYYGICVKDNFLGAVLGGRVLAEVEALKWGGRLRDGQLVSQRAIPPRSIRGDQIAWVEGHEPGCRSIGALMAHVDAVIRHCAGRLGNYVINGRTKAMVACYP.... Result: 0 (no interaction). (6) The miRNA is hsa-miR-3150a-3p with sequence CUGGGGAGAUCCUCGAGGUUGG. The protein sequence of the target gene is MTTGSVLPLLLLGLSGALRAHREDLTVREACKAGFSEEGYTALISPNVLEGEKLLKVEFSSCVGTKGMQYETNSLDFKVGADGTVFATRELKIPSEQVAFTVTARERQSAEQWAAMVRLLVAQTSSAHSEHKKGQTVALDPSQPPNDTLLPWPQHQSSGGLRRQKRDWVIPPINVPENSRGPFPQQLVRIRSDKDNDIPIRYSITGVGADQPPMEVFNIDSMSGRMYVTRPMDREERASYHLRAHAVDMNGNKVENPIDLYIYVIDMNDNRPEFINQVYNGSVDEGSKPGTYVMTVTAND.... Result: 0 (no interaction). (7) The miRNA is hsa-miR-6721-5p with sequence UGGGCAGGGGCUUAUUGUAGGAG. The protein sequence of the target gene is MCPCPRHRGRGPPAVCGCGDARPGLRWAAAQVTALRLQALGDELHRRAMRRRARPRDPLPALLPALRARWPWLCAAAQVAALAAWLLGRRSA. Result: 0 (no interaction).